This data is from Catalyst prediction with 721,799 reactions and 888 catalyst types from USPTO. The task is: Predict which catalyst facilitates the given reaction. (1) Reactant: [C:1]([N:4]([CH2:22][C@@H:23]1[O:27][C:26](=[O:28])[N:25]([C:29]2[CH:34]=[CH:33][C:32]([CH:35]3[CH2:40][CH2:39][S:38](=[O:42])(=[O:41])[CH2:37][CH2:36]3)=[C:31]([F:43])[CH:30]=2)[CH2:24]1)[C:5]([O:7][CH2:8][O:9][C:10](=[O:21])[C@@H:11]([NH:13]C(OC(C)(C)C)=O)[CH3:12])=[O:6])(=[O:3])[CH3:2].C1(OC)C=CC=CC=1.[ClH:52]. Product: [ClH:52].[C:1]([N:4]([CH2:22][C@@H:23]1[O:27][C:26](=[O:28])[N:25]([C:29]2[CH:34]=[CH:33][C:32]([CH:35]3[CH2:40][CH2:39][S:38](=[O:41])(=[O:42])[CH2:37][CH2:36]3)=[C:31]([F:43])[CH:30]=2)[CH2:24]1)[C:5]([O:7][CH2:8][O:9][C:10](=[O:21])[C@@H:11]([NH2:13])[CH3:12])=[O:6])(=[O:3])[CH3:2]. The catalyst class is: 1. (2) Reactant: [OH:1][C:2]1[CH:7]=[CH:6][C:5]([CH2:8]Br)=[CH:4][C:3]=1[N:10]1[N:14]=[C:13]2[CH:15]=[CH:16][CH:17]=[CH:18][C:12]2=[N:11]1.[NH:19]([CH2:23][CH2:24][OH:25])[CH2:20][CH2:21][OH:22]. Product: [OH:1][C:2]1[CH:7]=[CH:6][C:5]([CH2:8][N:19]([CH2:23][CH2:24][OH:25])[CH2:20][CH2:21][OH:22])=[CH:4][C:3]=1[N:10]1[N:14]=[C:13]2[CH:15]=[CH:16][CH:17]=[CH:18][C:12]2=[N:11]1. The catalyst class is: 21.